Task: Predict which catalyst facilitates the given reaction.. Dataset: Catalyst prediction with 721,799 reactions and 888 catalyst types from USPTO (1) Reactant: [Cl:1][C:2]1[N:7]=[N:6][C:5]([NH:8][NH:9][C:10](=O)[C:11]([F:28])([F:27])[C:12]2[CH:13]=[C:14]3[C:19](=[CH:20][CH:21]=2)[N:18]=[CH:17][C:16]([O:22][CH2:23][CH2:24][O:25][CH3:26])=[CH:15]3)=[CH:4][CH:3]=1.COCCOC.C(Cl)Cl. Product: [Cl:1][C:2]1[CH:3]=[CH:4][C:5]2[N:6]([C:10]([C:11]([F:28])([F:27])[C:12]3[CH:13]=[C:14]4[C:19](=[CH:20][CH:21]=3)[N:18]=[CH:17][C:16]([O:22][CH2:23][CH2:24][O:25][CH3:26])=[CH:15]4)=[N:9][N:8]=2)[N:7]=1. The catalyst class is: 209. (2) Reactant: [CH3:1][C:2]([O:5][C:6](=[O:19])[NH:7][CH2:8][CH2:9][CH2:10][C:11]([C:13]1[N:14]([CH3:18])[CH:15]=[CH:16][N:17]=1)=[O:12])([CH3:4])[CH3:3].CB1N2CCC[C@H]2C(C2C=CC=CC=2)(C2C=CC=CC=2)O1.B. Product: [CH3:4][C:2]([O:5][C:6](=[O:19])[NH:7][CH2:8][CH2:9][CH2:10][C@@H:11]([OH:12])[C:13]1[N:14]([CH3:18])[CH:15]=[CH:16][N:17]=1)([CH3:1])[CH3:3]. The catalyst class is: 7. (3) Reactant: [Br:1][CH2:2][CH2:3][CH2:4][C:5](Cl)=[O:6].[NH2:8][CH2:9][CH:10]1[O:15][CH:14]([C:16]2[O:17][C:18]([Cl:21])=[CH:19][CH:20]=2)[C:13]2=[C:22]3[N:34]([CH3:35])[C:33](=[O:36])[N:32]([CH3:37])[C:31](=[O:38])[C:23]3=[C:24]([C:25]3[S:26][CH:27]=[C:28]([CH3:30])[N:29]=3)[N:12]2[CH2:11]1.C(N(CC)CC)C. Product: [Br:1][CH2:2][CH2:3][CH2:4][C:5]([NH:8][CH2:9][CH:10]1[O:15][CH:14]([C:16]2[O:17][C:18]([Cl:21])=[CH:19][CH:20]=2)[C:13]2=[C:22]3[N:34]([CH3:35])[C:33](=[O:36])[N:32]([CH3:37])[C:31](=[O:38])[C:23]3=[C:24]([C:25]3[S:26][CH:27]=[C:28]([CH3:30])[N:29]=3)[N:12]2[CH2:11]1)=[O:6]. The catalyst class is: 2. (4) Reactant: [C:1](=O)([O-])[NH2:2].[Li+].O1[CH2:10][CH2:9][CH2:8][CH2:7]1.[Li][C:12](C)(C)[CH3:13].C[C:17]1([CH3:25])[CH2:21][CH2:20][C:19](=O)[C:18]1([CH3:24])C.Cl.[C:27](=O)([O-])[O-].[Na+].[Na+].[CH3:33][C:34]([CH3:36])=O. Product: [CH3:7][C:8]1[C:12]([CH3:13])=[C:33]([CH3:27])[CH:34]([CH3:36])[C:9]=1[C:10]1[CH:25]=[CH:17][CH:21]=[C:20]2[C:1]=1[NH:2][CH2:24][CH2:18][CH2:19]2. The catalyst class is: 27. (5) Reactant: [Br:1][C:2]1[CH:3]=[C:4]([CH:9]2[C:14]([C:15]([O:17]C)=[O:16])=[C:13]([CH2:19]Br)[NH:12][C:11]3[CH2:21][O:22][CH2:23][C:24](=[O:25])[C:10]2=3)[CH:5]=[CH:6][C:7]=1[F:8]. Product: [Br:1][C:2]1[CH:3]=[C:4]([CH:9]2[C:10]3[C:24](=[O:25])[CH2:23][O:22][CH2:21][C:11]=3[NH:12][C:13]3[CH2:19][O:16][C:15](=[O:17])[C:14]2=3)[CH:5]=[CH:6][C:7]=1[F:8]. The catalyst class is: 2. (6) Reactant: [F:1][C:2]([F:20])([F:19])[C:3]1[CH:4]=[C:5]([C:13]([CH3:18])([CH3:17])[C:14](Cl)=[O:15])[CH:6]=[C:7]([C:9]([F:12])([F:11])[F:10])[CH:8]=1.[CH2:21]([N:28]1[CH2:32][C@@H:31]([C:33]2[CH:38]=[CH:37][CH:36]=[CH:35][CH:34]=2)[C@H:30]([NH:39][CH3:40])[CH2:29]1)[C:22]1[CH:27]=[CH:26][CH:25]=[CH:24][CH:23]=1.C(N(C(C)C)C(C)C)C. Product: [CH2:21]([N:28]1[CH2:32][C@@H:31]([C:33]2[CH:34]=[CH:35][CH:36]=[CH:37][CH:38]=2)[C@H:30]([N:39]([CH3:40])[C:14](=[O:15])[C:13]([C:5]2[CH:4]=[C:3]([C:2]([F:20])([F:19])[F:1])[CH:8]=[C:7]([C:9]([F:12])([F:11])[F:10])[CH:6]=2)([CH3:18])[CH3:17])[CH2:29]1)[C:22]1[CH:23]=[CH:24][CH:25]=[CH:26][CH:27]=1. The catalyst class is: 2. (7) Reactant: [S:1]1[CH:5]=[CH:4][C:3]([C:6]2[CH:7]=[C:8]([C:16]3[N:20]=[N:19][NH:18][C:17]=3[C:21]#[N:22])[CH:9]=[C:10]([C:12]([F:15])([F:14])[F:13])[CH:11]=2)=[CH:2]1.[C:23](=[O:31])([O:28][CH2:29][CH3:30])[O:24][CH:25](Cl)[CH3:26].C(=O)(O)[O-].[Na+].O. Product: [CH2:25]([O:24][C:23](=[O:31])[O:28][CH:29]([N:19]1[N:18]=[C:17]([C:21]#[N:22])[C:16]([C:8]2[CH:9]=[C:10]([C:12]([F:15])([F:14])[F:13])[CH:11]=[C:6]([C:3]3[CH:4]=[CH:5][S:1][CH:2]=3)[CH:7]=2)=[N:20]1)[CH3:30])[CH3:26]. The catalyst class is: 3.